From a dataset of HIV replication inhibition screening data with 41,000+ compounds from the AIDS Antiviral Screen. Binary Classification. Given a drug SMILES string, predict its activity (active/inactive) in a high-throughput screening assay against a specified biological target. (1) The drug is O=NNc1ccc(Sc2ccc3ccccc3c2)cn1.[NaH]. The result is 0 (inactive). (2) The drug is O=C(Cn1c(-c2ccccc2)cc2ccccc21)N1CCOCC1. The result is 0 (inactive). (3) The result is 0 (inactive). The drug is CCn1c(=O)c2nc(SC)sc2n(-c2ccc(C)cc2)c1=O. (4) The result is 0 (inactive). The molecule is Cc1ccc(S(=O)(=O)OCC2OC(CCCO)CC([Si](C)(C)C)=CCC2Cl)cc1. (5) The compound is OCC1=CCN2CC(O)C(O)C12. The result is 0 (inactive). (6) The compound is CC1(C)Oc2ccc3ccc(=O)oc3c2C(O)C1O. The result is 0 (inactive). (7) The drug is S=C1NC(c2ccc(Cl)cc2)N2C(=S)NC(c3ccc(Cl)cc3)N12. The result is 0 (inactive). (8) The drug is O=C(Nc1cccc(C(F)(F)F)c1)c1cc(Br)cc(Br)c1O. The result is 0 (inactive).